Dataset: Catalyst prediction with 721,799 reactions and 888 catalyst types from USPTO. Task: Predict which catalyst facilitates the given reaction. (1) Reactant: Cl[C:2]1[C:7]([NH2:8])=[C:6]([Cl:9])[N:5]=[C:4]([NH2:10])[N:3]=1.[NH2:11][CH2:12][C:13]1[CH:18]=[CH:17][C:16]([O:19][CH3:20])=[CH:15][CH:14]=1. Product: [Cl:9][C:6]1[N:5]=[C:4]([NH2:10])[N:3]=[C:2]([NH:11][CH2:12][C:13]2[CH:18]=[CH:17][C:16]([O:19][CH3:20])=[CH:15][CH:14]=2)[C:7]=1[NH2:8]. The catalyst class is: 114. (2) The catalyst class is: 3. Product: [C:1]([O:5][C:6]([N:8]1[CH2:9][CH2:10][N:11]([C:14]2[C:19]([Cl:20])=[CH:18][C:17]([C:21]([O:23][CH3:24])=[O:22])=[CH:16][N:15]=2)[CH2:12][CH2:13]1)=[O:7])([CH3:4])([CH3:2])[CH3:3]. Reactant: [C:1]([O:5][C:6]([N:8]1[CH2:13][CH2:12][N:11]([C:14]2[C:19]([Cl:20])=[CH:18][C:17]([C:21]([OH:23])=[O:22])=[CH:16][N:15]=2)[CH2:10][CH2:9]1)=[O:7])([CH3:4])([CH3:3])[CH3:2].[C:24]([O-])([O-])=O.[K+].[K+].CI. (3) The catalyst class is: 319. Reactant: [Cl:1][C:2]1[CH:7]=[CH:6][C:5](/[CH:8]=[CH:9]/[C:10]([NH2:12])=[O:11])=[CH:4][C:3]=1[CH2:13][CH3:14]. Product: [Cl:1][C:2]1[CH:7]=[CH:6][C:5]([CH2:8][CH2:9][C:10]([NH2:12])=[O:11])=[CH:4][C:3]=1[CH2:13][CH3:14]. (4) Reactant: [CH3:1][O:2][C:3](=[O:14])[C:4]1[C:9]([N+:10]([O-:12])=[O:11])=[CH:8][CH:7]=[CH:6][C:5]=1Br.[CH2:15]([Sn](CCCC)(CCCC)CCCC)[CH:16]=[CH2:17].[F-].[Cs+].O. Product: [CH3:1][O:2][C:3](=[O:14])[C:4]1[C:9]([N+:10]([O-:12])=[O:11])=[CH:8][CH:7]=[CH:6][C:5]=1[CH2:17][CH:16]=[CH2:15]. The catalyst class is: 741. (5) Reactant: [OH:1][C:2]1[CH:3]=[CH:4][C:5]2[C:9]([CH2:10][CH2:11][C:12]([O:14][CH2:15][CH3:16])=[O:13])=[CH:8][S:7][C:6]=2[CH:17]=1.[C:18]([O:22][C:23]([N:25]1[C:34]2[C:29](=[CH:30][CH:31]=[C:32]([CH2:35][CH2:36]O)[N:33]=2)[CH2:28][CH2:27][CH2:26]1)=[O:24])([CH3:21])([CH3:20])[CH3:19].C1(P(C2C=CC=CC=2)C2C=CC=CC=2)C=CC=CC=1.N(C(OC(C)C)=O)=NC(OC(C)C)=O. Product: [C:18]([O:22][C:23]([N:25]1[C:34]2[C:29](=[CH:30][CH:31]=[C:32]([CH2:35][CH2:36][O:1][C:2]3[CH:3]=[CH:4][C:5]4[C:9]([CH2:10][CH2:11][C:12]([O:14][CH2:15][CH3:16])=[O:13])=[CH:8][S:7][C:6]=4[CH:17]=3)[N:33]=2)[CH2:28][CH2:27][CH2:26]1)=[O:24])([CH3:21])([CH3:20])[CH3:19]. The catalyst class is: 1. (6) Reactant: Cl[C:2]1[N:10]=[C:9](Cl)[C:8]([F:12])=[CH:7][C:3]=1[C:4]([NH2:6])=[O:5].[CH3:13][N:14]1[CH2:19][CH2:18][N:17]([C:20]2[CH:26]=[CH:25][C:23]([NH2:24])=[CH:22][CH:21]=2)[CH2:16][CH2:15]1.[NH:27]1[CH2:32][CH2:31][CH2:30][C@@H:29]([NH:33][C:34](=[O:40])OC(C)(C)C)[CH2:28]1.[C:41](O)(=O)[CH:42]=C. The catalyst class is: 6. Product: [C:34]([NH:33][C@@H:29]1[CH2:30][CH2:31][CH2:32][N:27]([C:9]2[C:8]([F:12])=[CH:7][C:3]([C:4]([NH2:6])=[O:5])=[C:2]([NH:24][C:23]3[CH:25]=[CH:26][C:20]([N:17]4[CH2:16][CH2:15][N:14]([CH3:13])[CH2:19][CH2:18]4)=[CH:21][CH:22]=3)[N:10]=2)[CH2:28]1)(=[O:40])[CH:41]=[CH2:42].